This data is from Reaction yield outcomes from USPTO patents with 853,638 reactions. The task is: Predict the reaction yield, written as a fraction of the theoretical maximum amount of product (1.0 means a 100% yield; for example, 0.34 means a 34% yield). (1) The yield is 0.840. The reactants are [O:1]=[S:2]1(=[O:18])[N:6]2[CH2:7][CH2:8][N:9](C(OC(C)(C)C)=O)[CH2:10][C@@H:5]2[CH2:4][CH2:3]1.C(O)(C(F)(F)F)=O. The catalyst is C(Cl)Cl. The product is [S:2]1(=[O:1])(=[O:18])[N:6]2[CH2:7][CH2:8][NH:9][CH2:10][C@@H:5]2[CH2:4][CH2:3]1. (2) The reactants are [Cl:1][C:2]1[N:7]=[C:6]([NH2:8])[C:5]([CH3:9])=[CH:4][N:3]=1.[C:10]([C:14]1[CH:19]=[CH:18][CH:17]=[C:16](Br)[CH:15]=1)([CH3:13])([CH3:12])[CH3:11].CC1(C)C2C(=C(P(C3C=CC=CC=3)C3C=CC=CC=3)C=CC=2)OC2C(P(C3C=CC=CC=3)C3C=CC=CC=3)=CC=CC1=2.C(=O)([O-])[O-].[Cs+].[Cs+]. The catalyst is O1CCOCC1.C1C=CC(/C=C/C(/C=C/C2C=CC=CC=2)=O)=CC=1.C1C=CC(/C=C/C(/C=C/C2C=CC=CC=2)=O)=CC=1.C1C=CC(/C=C/C(/C=C/C2C=CC=CC=2)=O)=CC=1.[Pd].[Pd]. The product is [C:10]([C:14]1[CH:15]=[C:16]([NH:8][C:6]2[C:5]([CH3:9])=[CH:4][N:3]=[C:2]([Cl:1])[N:7]=2)[CH:17]=[CH:18][CH:19]=1)([CH3:13])([CH3:12])[CH3:11]. The yield is 0.990.